Task: Predict the reaction yield, written as a fraction of the theoretical maximum amount of product (1.0 means a 100% yield; for example, 0.34 means a 34% yield).. Dataset: Reaction yield outcomes from USPTO patents with 853,638 reactions (1) The reactants are [CH3:1][O:2][C:3]([C@H:5]1[CH2:10][CH2:9][C@H:8]([C:11]([OH:13])=O)[CH2:7][CH2:6]1)=[O:4].C([N:16](CC)CC)C.ClC(OCC)=O.[OH-].[NH4+]. The catalyst is O1CCCC1.O. The product is [C:11]([C@H:8]1[CH2:9][CH2:10][C@H:5]([C:3]([O:2][CH3:1])=[O:4])[CH2:6][CH2:7]1)(=[O:13])[NH2:16]. The yield is 0.840. (2) The reactants are [NH2:1][C@@H:2]([C:7]1[CH:12]=[CH:11][C:10]([F:13])=[CH:9][CH:8]=1)C(OC)=O.[CH3:14][Mg]Br.C([O:19][CH2:20][CH3:21])C. The yield is 0.730. The catalyst is C(Cl)Cl. The product is [NH2:1][C@@H:2]([C:7]1[CH:12]=[CH:11][C:10]([F:13])=[CH:9][CH:8]=1)[C:20]([CH3:21])([OH:19])[CH3:14]. (3) The reactants are [O:1]=[C:2]1[C:10]2[C:5](=[CH:6][CH:7]=[CH:8][CH:9]=2)[C:4](=[O:11])[N:3]1[CH2:12][C:13](=O)[C:14]([O:16]CC)=O.[CH3:20]/[C:21](/[NH2:24])=[N:22]/[NH2:23].Cl. The catalyst is CCO. The product is [CH3:20][C:21]1[NH:24][C:14](=[O:16])[C:13]([CH2:12][N:3]2[C:4](=[O:11])[C:5]3[C:10](=[CH:9][CH:8]=[CH:7][CH:6]=3)[C:2]2=[O:1])=[N:23][N:22]=1. The yield is 0.730.